This data is from Forward reaction prediction with 1.9M reactions from USPTO patents (1976-2016). The task is: Predict the product of the given reaction. (1) Given the reactants Cl[C:2](Cl)([O:4]C(=O)OC(Cl)(Cl)Cl)Cl.[F:13][C:14]([F:22])([F:21])[CH:15]([OH:20])[C:16]([F:19])([F:18])[F:17].C(N(C(C)C)C(C)C)C.[F:32][C:33]1[CH:34]=[C:35]([N:47]2[CH2:52][CH2:51][O:50][CH2:49][CH2:48]2)[CH:36]=[CH:37][C:38]=1[CH2:39][N:40]1[CH2:45][CH2:44][NH:43][C@H:42]([CH3:46])[CH2:41]1, predict the reaction product. The product is: [F:32][C:33]1[CH:34]=[C:35]([N:47]2[CH2:52][CH2:51][O:50][CH2:49][CH2:48]2)[CH:36]=[CH:37][C:38]=1[CH2:39][N:40]1[CH2:45][CH2:44][N:43]([C:2]([O:20][CH:15]([C:16]([F:19])([F:18])[F:17])[C:14]([F:22])([F:21])[F:13])=[O:4])[C@H:42]([CH3:46])[CH2:41]1. (2) The product is: [CH3:1][C:2]1[CH:3]=[CH:4][C:5]2[N:6]([CH:8]=[C:9]([C:11]3[CH:16]=[CH:15][C:14]([NH2:17])=[CH:13][CH:12]=3)[N:10]=2)[CH:7]=1. Given the reactants [CH3:1][C:2]1[CH:3]=[CH:4][C:5]2[N:6]([CH:8]=[C:9]([C:11]3[CH:16]=[CH:15][C:14]([N+:17]([O-])=O)=[CH:13][CH:12]=3)[N:10]=2)[CH:7]=1.O.O.[Sn](Cl)Cl, predict the reaction product. (3) Given the reactants Cl[C:2]1[CH:9]=[CH:8][C:5]([C:6]#[N:7])=[CH:4][N:3]=1.C([Sn](CCCC)(CCCC)[C:15]1[N:19]2[CH:20]=[CH:21][C:22]([C:24]([F:27])([F:26])[F:25])=[N:23][C:18]2=[N:17][CH:16]=1)CCC, predict the reaction product. The product is: [F:26][C:24]([F:25])([F:27])[C:22]1[CH:21]=[CH:20][N:19]2[C:15]([C:2]3[CH:9]=[CH:8][C:5]([C:6]#[N:7])=[CH:4][N:3]=3)=[CH:16][N:17]=[C:18]2[N:23]=1. (4) Given the reactants [F:1][C:2]1[CH:3]=[C:4]2[C:8](=[CH:9][CH:10]=1)[NH:7][C:6](=[O:11])/[C:5]/2=[CH:12]\[C:13]1[NH:17][C:16]([CH3:18])=[C:15]([C:19]([OH:21])=O)[C:14]=1[CH3:22].Cl.C(N=C=NCCCN(C)C)C.OC1C2N=NNC=2C=CC=1.C(N(CC)CC)C.[NH2:52][C:53]1[CH:58]=[C:57]([C:59]([F:62])([F:61])[F:60])[CH:56]=[CH:55][C:54]=1[NH:63][C:64](=[O:75])[C:65]1[CH:70]=[CH:69][C:68]([NH:71][CH2:72][CH2:73][NH2:74])=[N:67][CH:66]=1, predict the reaction product. The product is: [NH2:52][C:53]1[CH:58]=[C:57]([C:59]([F:62])([F:61])[F:60])[CH:56]=[CH:55][C:54]=1[NH:63][C:64](=[O:75])[C:65]1[CH:70]=[CH:69][C:68]([NH:71][CH2:72][CH2:73][NH:74][C:19]([C:15]2[C:14]([CH3:22])=[C:13](/[CH:12]=[C:5]3\[C:6](=[O:11])[NH:7][C:8]4[C:4]\3=[CH:3][C:2]([F:1])=[CH:10][CH:9]=4)[NH:17][C:16]=2[CH3:18])=[O:21])=[N:67][CH:66]=1. (5) Given the reactants [NH:1]([CH2:9][CH2:10][CH2:11][CH2:12][CH2:13][C:14]#[N:15])[CH2:2][CH2:3][CH2:4][CH2:5][CH2:6][C:7]#[N:8].I[CH2:17][CH2:18][CH3:19].C(=O)([O-])[O-].[K+].[K+].[N+](C1C=CC(C(Cl)=O)=CC=1)([O-])=O, predict the reaction product. The product is: [CH2:17]([N:1]([CH2:2][CH2:3][CH2:4][CH2:5][CH2:6][C:7]#[N:8])[CH2:9][CH2:10][CH2:11][CH2:12][CH2:13][C:14]#[N:15])[CH2:18][CH3:19]. (6) Given the reactants [Cl:1][C:2]1[CH:3]=[C:4]([C:8](=[O:27])[CH:9]([CH2:15][C:16]2[CH:21]=[CH:20][C:19]([C:22]([CH2:25][CH3:26])([CH3:24])[CH3:23])=[CH:18][CH:17]=2)[C:10]([O:12][CH2:13][CH3:14])=[O:11])[CH:5]=[CH:6][CH:7]=1.Cl, predict the reaction product. The product is: [Cl:1][C:2]1[CH:3]=[C:4]([CH:8]([OH:27])[CH:9]([CH2:15][C:16]2[CH:17]=[CH:18][C:19]([C:22]([CH2:25][CH3:26])([CH3:23])[CH3:24])=[CH:20][CH:21]=2)[C:10]([O:12][CH2:13][CH3:14])=[O:11])[CH:5]=[CH:6][CH:7]=1. (7) Given the reactants [Br:1][C:2]1[CH:3]=[CH:4][C:5]([O:9][CH3:10])=[C:6]([OH:8])[CH:7]=1.C(=O)([O-])[O-].[K+].[K+].Br[CH2:18][CH2:19][O:20][CH3:21].O, predict the reaction product. The product is: [Br:1][C:2]1[CH:3]=[CH:4][C:5]([O:9][CH3:10])=[C:6]([O:8][CH2:18][CH2:19][O:20][CH3:21])[CH:7]=1. (8) Given the reactants Cl[C:2]1[N:7]=[C:6]([CH:8]([CH:11]2[NH:15][C:14]3[CH:16]=[CH:17][CH:18]=[CH:19][C:13]=3[NH:12]2)[C:9]#[N:10])[C:5]([CH3:20])=[CH:4][N:3]=1.[NH2:21][CH2:22][CH2:23][C:24]1[CH:25]=[N:26][CH:27]=[CH:28][CH:29]=1, predict the reaction product. The product is: [NH:12]1[C:13]2[CH:19]=[CH:18][CH:17]=[CH:16][C:14]=2[N:15]=[C:11]1[CH:8]([C:6]1[C:5]([CH3:20])=[CH:4][N:3]=[C:2]([NH:21][CH2:22][CH2:23][C:24]2[CH:25]=[N:26][CH:27]=[CH:28][CH:29]=2)[N:7]=1)[C:9]#[N:10]. (9) Given the reactants C1CN([P+](ON2N=NC3C=CC=CC2=3)(N2CCCC2)N2CCCC2)CC1.F[P-](F)(F)(F)(F)F.C(N(CC)C(C)C)(C)C.[Cl:43][C:44]1[CH:45]=[CH:46][C:47]2[N:53]3[C:54]([CH:57]([CH3:59])[CH3:58])=[N:55][N:56]=[C:52]3[CH:51]([CH2:60][C:61](O)=[O:62])[O:50][CH:49]([C:64]3[CH:69]=[CH:68][CH:67]=[C:66]([O:70][CH3:71])[C:65]=3[O:72][CH3:73])[C:48]=2[CH:74]=1.[NH:75]1[CH2:82][CH2:81][CH2:80][C@H:76]1[C:77]([NH2:79])=[O:78], predict the reaction product. The product is: [Cl:43][C:44]1[CH:45]=[CH:46][C:47]2[N:53]3[C:54]([CH:57]([CH3:59])[CH3:58])=[N:55][N:56]=[C:52]3[CH:51]([CH2:60][C:61]([N:75]3[CH2:82][CH2:81][CH2:80][C@H:76]3[C:77]([NH2:79])=[O:78])=[O:62])[O:50][CH:49]([C:64]3[CH:69]=[CH:68][CH:67]=[C:66]([O:70][CH3:71])[C:65]=3[O:72][CH3:73])[C:48]=2[CH:74]=1.